From a dataset of Forward reaction prediction with 1.9M reactions from USPTO patents (1976-2016). Predict the product of the given reaction. (1) Given the reactants [CH3:1][N:2]([C:7]1[N:12]=[C:11]([C:13]2[CH:18]=[CH:17][C:16]([F:19])=[CH:15][CH:14]=2)[C:10](/[CH:20]=[CH:21]/[C@H:22]2[O:27][C:26](=[O:28])[CH2:25][C@H:24]([OH:29])[CH2:23]2)=[C:9]([CH:30]([CH3:32])[CH3:31])[N:8]=1)[S:3]([CH3:6])(=[O:5])=[O:4].[OH-:33].[Ca+2].[OH-], predict the reaction product. The product is: [CH3:1][N:2]([C:7]1[N:12]=[C:11]([C:13]2[CH:18]=[CH:17][C:16]([F:19])=[CH:15][CH:14]=2)[C:10](/[CH:20]=[CH:21]/[C@@H:22]([OH:27])[CH2:23][C@@H:24]([OH:29])[CH2:25][C:26]([OH:28])=[O:33])=[C:9]([CH:30]([CH3:31])[CH3:32])[N:8]=1)[S:3]([CH3:6])(=[O:5])=[O:4]. (2) Given the reactants [CH3:1][C:2]1[C:10]2[C:5](=[CH:6][CH:7]=[C:8]([CH:11]=O)[CH:9]=2)[NH:4][N:3]=1.[F:13][C:14]([F:21])([F:20])[C:15](=O)[CH2:16][C:17]#[N:18].[NH2:22][C:23]([C:27]1[CH:32]=[CH:31][CH:30]=[C:29]([C:33]([F:36])([F:35])[F:34])[N:28]=1)=[CH:24][C:25]#[N:26].C(O)(=O)C, predict the reaction product. The product is: [CH3:1][C:2]1[C:10]2[C:5](=[CH:6][CH:7]=[C:8]([CH:11]3[C:16]([C:17]#[N:18])=[C:15]([C:14]([F:21])([F:20])[F:13])[NH:22][C:23]([C:27]4[CH:32]=[CH:31][CH:30]=[C:29]([C:33]([F:36])([F:34])[F:35])[N:28]=4)=[C:24]3[C:25]#[N:26])[CH:9]=2)[NH:4][N:3]=1. (3) Given the reactants [CH3:1][C:2]1[O:3][CH2:4][CH2:5][C:6]([CH3:9])([CH3:8])[N:7]=1.[N+:10]([C:13]1[CH:18]=[CH:17][C:16]([OH:19])=[CH:15][CH:14]=1)([O-:12])=[O:11], predict the reaction product. The product is: [CH3:8][C:6]([NH:7][C:2](=[O:3])[CH3:1])([CH3:9])[CH2:5][CH2:4][O:19][C:16]1[CH:17]=[CH:18][C:13]([N+:10]([O-:12])=[O:11])=[CH:14][CH:15]=1.